Predict the product of the given reaction. From a dataset of Forward reaction prediction with 1.9M reactions from USPTO patents (1976-2016). (1) Given the reactants [Br:1][C:2]1[CH:7]=[CH:6][C:5]([C:8]2[CH:16]=[CH:15][CH:14]=[C:13]3[C:9]=2[CH2:10][C:11](=[O:17])[NH:12]3)=[CH:4][CH:3]=1.[N:18]1([CH2:23][CH2:24][NH:25][C:26]([C:28]2[C:32]([CH3:33])=[C:31]([CH:34]=O)[NH:30][C:29]=2[CH3:36])=[O:27])[CH:22]=[CH:21][N:20]=[N:19]1, predict the reaction product. The product is: [N:18]1([CH2:23][CH2:24][NH:25][C:26]([C:28]2[C:32]([CH3:33])=[C:31]([CH:34]=[C:10]3[C:9]4[C:13](=[CH:14][CH:15]=[CH:16][C:8]=4[C:5]4[CH:4]=[CH:3][C:2]([Br:1])=[CH:7][CH:6]=4)[NH:12][C:11]3=[O:17])[NH:30][C:29]=2[CH3:36])=[O:27])[CH:22]=[CH:21][N:20]=[N:19]1. (2) Given the reactants Cl[C:2]1[CH:11]=[CH:10][N:9]=[C:8]2[C:3]=1[CH:4]=[CH:5][C:6]([C:12]([F:15])([F:14])[F:13])=[N:7]2.[F:16][C:17]1[CH:22]=[CH:21][C:20](B(O)O)=[CH:19][C:18]=1[C:26]1[C:31]([F:32])=[CH:30][CH:29]=[CH:28][N:27]=1, predict the reaction product. The product is: [F:16][C:17]1[CH:22]=[CH:21][C:20]([C:2]2[CH:11]=[CH:10][N:9]=[C:8]3[C:3]=2[CH:4]=[CH:5][C:6]([C:12]([F:15])([F:14])[F:13])=[N:7]3)=[CH:19][C:18]=1[C:26]1[C:31]([F:32])=[CH:30][CH:29]=[CH:28][N:27]=1. (3) The product is: [CH3:13][O:12][C:9]1[CH:10]=[C:11]2[C:6](=[CH:7][C:8]=1[O:14][CH2:15][CH2:16][CH2:17][N:18]1[CH2:22][CH2:21][CH2:20][CH2:19]1)[N:5]=[CH:4][N:3]=[C:2]2[O:23][C:24]1[CH:25]=[C:26]2[C:30](=[CH:31][CH:32]=1)[NH:29][C:28]([CH3:33])=[CH:27]2. Given the reactants Cl[C:2]1[C:11]2[C:6](=[CH:7][C:8]([O:14][CH2:15][CH2:16][CH2:17][N:18]3[CH2:22][CH2:21][CH2:20][CH2:19]3)=[C:9]([O:12][CH3:13])[CH:10]=2)[N:5]=[CH:4][N:3]=1.[OH:23][C:24]1[CH:25]=[C:26]2[C:30](=[CH:31][CH:32]=1)[NH:29][C:28]([CH3:33])=[CH:27]2.C(=O)([O-])[O-].[K+].[K+].O, predict the reaction product. (4) Given the reactants Cl[C:2]1[N:3]=[C:4]([N:26]2[CH2:31][CH2:30][O:29][CH2:28][CH2:27]2)[C:5]2[S:10][C:9]([CH2:11][N:12]3[CH2:17][CH2:16][N:15]([CH2:18][C:19]4[CH:24]=[CH:23][CH:22]=[C:21]([CH3:25])[N:20]=4)[CH2:14][CH2:13]3)=[CH:8][C:6]=2[N:7]=1.[CH3:32][C:33]1N=[C:37]([CH2:39][N:40]2CCNCC2)[CH:36]=[CH:35][CH:34]=1.CC1[N:52]=C(C=O)C=CC=1, predict the reaction product. The product is: [NH:52]1[C:32]2[C:37](=[C:36]([C:2]3[N:3]=[C:4]([N:26]4[CH2:31][CH2:30][O:29][CH2:28][CH2:27]4)[C:5]4[S:10][C:9]([CH2:11][N:12]5[CH2:17][CH2:16][N:15]([CH2:18][C:19]6[CH:24]=[CH:23][CH:22]=[C:21]([CH3:25])[N:20]=6)[CH2:14][CH2:13]5)=[CH:8][C:6]=4[N:7]=3)[CH:35]=[CH:34][CH:33]=2)[CH:39]=[N:40]1. (5) Given the reactants [CH3:1][O:2][C:3]1[CH:8]=[CH:7][CH:6]=[CH:5][C:4]=1[N:9]1[CH2:14][CH2:13][NH:12][CH2:11][CH2:10]1.C([N:18]([CH2:22][CH3:23])[CH:19]([CH3:21])[CH3:20])(C)C.C(OCC)(=[O:26])C.[C:30]1([CH3:36])C=CC=[CH:32][CH:31]=1, predict the reaction product. The product is: [CH3:1][O:2][C:3]1[CH:8]=[CH:7][CH:6]=[CH:5][C:4]=1[N:9]1[CH2:14][CH2:13][N:12]([CH2:23][C:22]([NH:18][C:19]2[CH:20]=[CH:32][CH:31]=[C:30]([CH3:36])[CH:21]=2)=[O:26])[CH2:11][CH2:10]1. (6) Given the reactants CCN(C(C)C)C(C)C.Cl.[C:11]([C:13]1[CH:14]=[CH:15][C:16]2[N:20]=[C:19]([NH:21][C:22](=[O:27])[C@H:23]([NH:25][CH3:26])[CH3:24])[N:18]([CH:28]3[CH2:31][CH2:30][CH2:29]3)[C:17]=2[CH:32]=1)#[N:12].FC(F)(F)S(O[CH2:39][C:40]([F:43])([F:42])[F:41])(=O)=O, predict the reaction product. The product is: [C:11]([C:13]1[CH:14]=[CH:15][C:16]2[N:20]=[C:19]([NH:21][C:22](=[O:27])[C@H:23]([N:25]([CH3:26])[CH2:39][C:40]([F:43])([F:42])[F:41])[CH3:24])[N:18]([CH:28]3[CH2:29][CH2:30][CH2:31]3)[C:17]=2[CH:32]=1)#[N:12].